From a dataset of Reaction yield outcomes from USPTO patents with 853,638 reactions. Predict the reaction yield, written as a fraction of the theoretical maximum amount of product (1.0 means a 100% yield; for example, 0.34 means a 34% yield). (1) The reactants are CN(C(ON1N=NC2C=CC=NC1=2)=[N+](C)C)C.F[P-](F)(F)(F)(F)F.[I:25][C:26]1[NH:30][C:29]([C@@H:31]2[CH2:36][C@@H:35]3[C@@H:33]([CH2:34]3)[NH:32]2)=[N:28][CH:27]=1.[CH3:37][O:38][C:39]([NH:41][C@@H:42]([CH:46]1[CH2:51][CH2:50][O:49][CH2:48][CH2:47]1)[C:43](O)=[O:44])=[O:40].CCN(C(C)C)C(C)C. The catalyst is CN(C=O)C.CO.O.CO.C(Cl)Cl. The product is [I:25][C:26]1[NH:30][C:29]([C@@H:31]2[CH2:36][C@@H:35]3[C@@H:33]([CH2:34]3)[N:32]2[C:43](=[O:44])[C@@H:42]([NH:41][C:39](=[O:40])[O:38][CH3:37])[CH:46]2[CH2:51][CH2:50][O:49][CH2:48][CH2:47]2)=[N:28][CH:27]=1. The yield is 0.421. (2) The reactants are [CH3:1][O:2][C:3](=[O:12])[C:4]1[CH:9]=[CH:8][C:7]([NH2:10])=[C:6](I)[CH:5]=1.C([Sn](CCCC)(CCCC)[C:18]([O:20]CC)=[CH2:19])CCC.O. The catalyst is C1(C)C=CC=CC=1.C1C=CC([P]([Pd]([P](C2C=CC=CC=2)(C2C=CC=CC=2)C2C=CC=CC=2)([P](C2C=CC=CC=2)(C2C=CC=CC=2)C2C=CC=CC=2)[P](C2C=CC=CC=2)(C2C=CC=CC=2)C2C=CC=CC=2)(C2C=CC=CC=2)C2C=CC=CC=2)=CC=1. The product is [CH3:1][O:2][C:3](=[O:12])[C:4]1[CH:9]=[CH:8][C:7]([NH2:10])=[C:6]([C:18](=[O:20])[CH3:19])[CH:5]=1. The yield is 0.814. (3) The reactants are [Cl:1][C:2]1[CH:6]=[N:5][N:4]([CH:7]([CH3:9])[CH3:8])[C:3]=1[C:10]1[CH:11]=[C:12]([NH2:18])[CH:13]=[CH:14][C:15]=1[O:16][CH3:17].[Cl:19][C:20]1[CH:25]=[CH:24][C:23]([N:26]=[C:27]=[O:28])=[CH:22][CH:21]=1. The catalyst is C(Cl)Cl. The product is [Cl:1][C:2]1[CH:6]=[N:5][N:4]([CH:7]([CH3:9])[CH3:8])[C:3]=1[C:10]1[CH:11]=[C:12]([NH:18][C:27]([NH:26][C:23]2[CH:24]=[CH:25][C:20]([Cl:19])=[CH:21][CH:22]=2)=[O:28])[CH:13]=[CH:14][C:15]=1[O:16][CH3:17]. The yield is 0.540. (4) The reactants are [Li]CCCC.[Cl:6][C:7]1[CH:12]=[C:11]([F:13])[CH:10]=[C:9]([Cl:14])[C:8]=1[O:15][CH2:16][CH2:17][C:18]([F:21])([F:20])[F:19].[C:22](=[O:24])=[O:23].[OH-].[Na+]. The catalyst is C1COCC1. The product is [Cl:6][C:7]1[C:8]([O:15][CH2:16][CH2:17][C:18]([F:21])([F:19])[F:20])=[C:9]([Cl:14])[CH:10]=[C:11]([F:13])[C:12]=1[C:22]([OH:24])=[O:23]. The yield is 0.840. (5) The reactants are [Cl:1][C:2]1[CH:7]=[CH:6][C:5]([C:8]2[N:12]([CH3:13])[C:11]([C:14](N(OC)C)=[O:15])=[C:10]([C:20]3[CH:25]=[CH:24][C:23]([S:26](=[O:33])(=[O:32])[N:27]=CN(C)C)=[CH:22][CH:21]=3)[C:9]=2[CH3:34])=[CH:4][CH:3]=1.[CH2:35]1COC[CH2:36]1. No catalyst specified. The product is [Cl:1][C:2]1[CH:3]=[CH:4][C:5]([C:8]2[N:12]([CH3:13])[C:11]([C:14](=[O:15])[CH2:35][CH3:36])=[C:10]([C:20]3[CH:25]=[CH:24][C:23]([S:26]([NH2:27])(=[O:32])=[O:33])=[CH:22][CH:21]=3)[C:9]=2[CH3:34])=[CH:6][CH:7]=1. The yield is 0.211.